The task is: Predict which catalyst facilitates the given reaction.. This data is from Catalyst prediction with 721,799 reactions and 888 catalyst types from USPTO. Reactant: Br[C:2]1[C:3]([CH3:9])=[N:4][N:5]([CH3:8])[C:6]=1[CH3:7].C([Li])CCC.C(O[B:19]1[O:23][C:22]([CH3:25])([CH3:24])[C:21]([CH3:27])([CH3:26])[O:20]1)(C)C.C(OCC)(=O)C. Product: [CH3:8][N:5]1[C:6]([CH3:7])=[C:2]([B:19]2[O:23][C:22]([CH3:25])([CH3:24])[C:21]([CH3:27])([CH3:26])[O:20]2)[C:3]([CH3:9])=[N:4]1. The catalyst class is: 1.